Task: Predict the reactants needed to synthesize the given product.. Dataset: Full USPTO retrosynthesis dataset with 1.9M reactions from patents (1976-2016) (1) Given the product [I:21][C:22]1[CH:23]=[C:24]([CH:27]=[CH:28][CH:29]=1)[CH2:25][NH:26][C:6]1[C:5]([N+:9]([O-:11])=[O:10])=[CH:4][N:3]=[C:2]([Cl:1])[N:7]=1, predict the reactants needed to synthesize it. The reactants are: [Cl:1][C:2]1[N:7]=[C:6](Cl)[C:5]([N+:9]([O-:11])=[O:10])=[CH:4][N:3]=1.C(N(C(C)C)CC)(C)C.[I:21][C:22]1[CH:23]=[C:24]([CH:27]=[CH:28][CH:29]=1)[CH2:25][NH2:26]. (2) Given the product [C:1]1([C:7]2[N:12]=[CH:11][C:10]([C:13]3[NH:17][C:16]([CH2:18][CH2:19][C:20]4[CH:21]=[N:22][CH:23]=[CH:24][CH:25]=4)=[N:15][CH:14]=3)=[CH:9][N:8]=2)[CH:2]=[CH:3][CH:4]=[CH:5][CH:6]=1, predict the reactants needed to synthesize it. The reactants are: [C:1]1([C:7]2[N:12]=[CH:11][C:10]([C:13]3[NH:17][C:16](/[CH:18]=[CH:19]/[C:20]4[CH:21]=[N:22][CH:23]=[CH:24][CH:25]=4)=[N:15][CH:14]=3)=[CH:9][N:8]=2)[CH:6]=[CH:5][CH:4]=[CH:3][CH:2]=1. (3) Given the product [F:3][C:4]1[CH:14]=[C:13]([F:15])[CH:12]=[CH:11][C:5]=1[CH2:6][N:7]([CH2:8][CH2:9][OH:10])[C:16](=[O:17])[O:18][C:19]([CH3:22])([CH3:21])[CH3:20], predict the reactants needed to synthesize it. The reactants are: [OH-].[Na+].[F:3][C:4]1[CH:14]=[C:13]([F:15])[CH:12]=[CH:11][C:5]=1[CH2:6][NH:7][CH2:8][CH2:9][OH:10].[C:16](O[C:16]([O:18][C:19]([CH3:22])([CH3:21])[CH3:20])=[O:17])([O:18][C:19]([CH3:22])([CH3:21])[CH3:20])=[O:17]. (4) The reactants are: Cl.[F:2][C:3]1[CH:4]=[N:5][C:6]2[C:11]([C:12]=1[CH2:13][CH2:14][N:15]1[CH2:19][CH2:18][C:17]([CH2:21][NH2:22])([CH3:20])[CH2:16]1)=[N:10][C:9]([O:23][CH3:24])=[CH:8][CH:7]=2.[O:25]=[C:26]1[CH2:31][S:30][C:29]2[CH:32]=[CH:33][C:34]([CH:36]=O)=[N:35][C:28]=2[NH:27]1. Given the product [F:2][C:3]1[CH:4]=[N:5][C:6]2[C:11]([C:12]=1[CH2:13][CH2:14][N:15]1[CH2:19][CH2:18][C:17]([CH2:21][NH:22][CH2:36][C:34]3[CH:33]=[CH:32][C:29]4[S:30][CH2:31][C:26](=[O:25])[NH:27][C:28]=4[N:35]=3)([CH3:20])[CH2:16]1)=[N:10][C:9]([O:23][CH3:24])=[CH:8][CH:7]=2, predict the reactants needed to synthesize it. (5) Given the product [CH:8]([C:11]1[CH:12]=[C:13]([C:18]2([OH:24])[CH2:23][CH2:22][CH2:21][CH2:20][CH2:19]2)[CH:14]=[CH:15][CH:16]=1)([CH3:10])[CH3:9], predict the reactants needed to synthesize it. The reactants are: [Mg].II.BrC(Br)C.[CH:8]([C:11]1[CH:12]=[C:13](Br)[CH:14]=[CH:15][CH:16]=1)([CH3:10])[CH3:9].[C:18]1(=[O:24])[CH2:23][CH2:22][CH2:21][CH2:20][CH2:19]1. (6) Given the product [CH2:1]([O:3][C:4](=[O:13])[C:5]1[CH:10]=[CH:9][C:8]([O:11][CH2:21][CH3:22])=[C:7]([OH:12])[CH:6]=1)[CH3:2], predict the reactants needed to synthesize it. The reactants are: [CH2:1]([O:3][C:4](=[O:13])[C:5]1[CH:10]=[CH:9][C:8]([OH:11])=[C:7]([OH:12])[CH:6]=1)[CH3:2].C(=O)([O-])[O-].[K+].[K+].I[CH2:21][CH3:22].